This data is from Reaction yield outcomes from USPTO patents with 853,638 reactions. The task is: Predict the reaction yield, written as a fraction of the theoretical maximum amount of product (1.0 means a 100% yield; for example, 0.34 means a 34% yield). (1) The reactants are [Br-].[Br-].[Br-].C([N+](CCCC)(CCCC)CCCC)CCC.C([N+](CCCC)(CCCC)CCCC)CCC.C([N+](CCCC)(CCCC)CCCC)CCC.[Br:55][C:56]1[CH:65]=[C:64]2[C:59]([CH2:60][CH2:61][CH2:62][C:63]2=[O:66])=[CH:58][CH:57]=1.C(=O)([O-])[O-].[Li+].[Li+].[Br-].[Li+]. The catalyst is ClCCl.CO. The product is [Br:55][C:56]1[CH:65]=[C:64]2[C:59]([CH:60]=[CH:61][CH:62]=[C:63]2[OH:66])=[CH:58][CH:57]=1. The yield is 0.560. (2) The reactants are [OH:1][C:2]1[C:3]([CH2:13][CH2:14][C:15]2[CH:20]=[CH:19][CH:18]=[CH:17][CH:16]=2)=[C:4]2[C:9](=[CH:10][CH:11]=1)[C:8](=[O:12])[CH2:7][CH2:6][CH2:5]2.C(=O)([O-])[O-].[K+].[K+].Br[C:28]([CH3:35])([CH3:34])[C:29]([O:31][CH2:32][CH3:33])=[O:30]. The catalyst is C(#N)C. The product is [CH3:34][C:28]([O:1][C:2]1[CH:11]=[CH:10][C:9]2[C:8](=[O:12])[CH2:7][CH2:6][CH2:5][C:4]=2[C:3]=1[CH2:13][CH2:14][C:15]1[CH:16]=[CH:17][CH:18]=[CH:19][CH:20]=1)([CH3:35])[C:29]([O:31][CH2:32][CH3:33])=[O:30]. The yield is 0.960. (3) The reactants are [NH2:1][C:2]1[N:3]=[C:4]([C:15]2[C:20]([O:21][CH2:22][C:23]3[CH:28]=[CH:27][CH:26]=[CH:25][CH:24]=3)=[CH:19][CH:18]=[CH:17][C:16]=2[OH:29])[CH:5]=[C:6]2[C:13]=1[CH2:12][N:11]1[CH2:14][CH:7]2[CH2:8][CH2:9][CH2:10]1.[ClH:30]. The catalyst is O1CCOCC1. The product is [ClH:30].[NH2:1][C:2]1[N:3]=[C:4]([C:15]2[C:20]([O:21][CH2:22][C:23]3[CH:24]=[CH:25][CH:26]=[CH:27][CH:28]=3)=[CH:19][CH:18]=[CH:17][C:16]=2[OH:29])[CH:5]=[C:6]2[C:13]=1[CH2:12][N:11]1[CH2:14][CH:7]2[CH2:8][CH2:9][CH2:10]1. The yield is 0.190. (4) The reactants are [Br:1][C:2]1[C:3]([NH:16][C:17]2[CH:21]=[C:20]([CH3:22])[NH:19][N:18]=2)=[N:4][C:5]([NH:8][CH2:9][C:10]2ON=[C:12]([CH3:15])[CH:11]=2)=[N:6][CH:7]=1.NCC[C:26]1[O:27]C=CC=1. The catalyst is C(O)CCC. The product is [Br:1][C:2]1[C:3]([NH:16][C:17]2[CH:21]=[C:20]([CH3:22])[NH:19][N:18]=2)=[N:4][C:5]([NH:8][CH2:9][CH2:10][C:11]2[O:27][CH:26]=[CH:15][CH:12]=2)=[N:6][CH:7]=1. The yield is 0.220. (5) The yield is 0.200. The reactants are C1([N:7]2[C:15]3[C:10](=[CH:11][CH:12]=[CH:13][CH:14]=3)[C:9]([CH2:16][CH2:17][CH2:18][N:19]3[CH2:24][CH2:23][CH:22]([C:25]4[CH:26]=[C:27]([NH:31][C:32](=[O:36])[CH:33]([CH3:35])[CH3:34])[CH:28]=[CH:29][CH:30]=4)[CH2:21][CH2:20]3)=[C:8]2[C:37]2[CH:42]=[CH:41][CH:40]=[CH:39][CH:38]=2)C=CC=CC=1.CC(C)[C:45](NC1C=CC=C(C2CCN(CCCCC(=O)C3C=CC=CC=3)CC2)C=1)=[O:46].Cl.COC1C=CC(NN)=CC=1. No catalyst specified. The product is [CH3:45][O:46][C:12]1[CH:11]=[C:10]2[C:15](=[CH:14][CH:13]=1)[NH:7][C:8]([C:37]1[CH:38]=[CH:39][CH:40]=[CH:41][CH:42]=1)=[C:9]2[CH2:16][CH2:17][CH2:18][N:19]1[CH2:20][CH2:21][CH:22]([C:25]2[CH:26]=[C:27]([NH:31][C:32](=[O:36])[CH:33]([CH3:35])[CH3:34])[CH:28]=[CH:29][CH:30]=2)[CH2:23][CH2:24]1. (6) The reactants are C[O:2][C:3]([C:5]1[CH:10]=[CH:9][C:8]([C:11]2[CH:16]=[CH:15][C:14]([C:17]([F:20])([F:19])[F:18])=[CH:13][CH:12]=2)=[CH:7][C:6]=1[CH3:21])=O.[H-].C([Al+]CC(C)C)C(C)C. The catalyst is C(Cl)Cl.C1(C)C=CC=CC=1. The product is [CH3:21][C:6]1[CH:7]=[C:8]([C:11]2[CH:16]=[CH:15][C:14]([C:17]([F:18])([F:19])[F:20])=[CH:13][CH:12]=2)[CH:9]=[CH:10][C:5]=1[CH2:3][OH:2]. The yield is 0.900. (7) The catalyst is C1COCC1.O. The yield is 0.660. The product is [OH:1][C@H:2]1[C@@H:7]([OH:8])[C@H:6]([OH:9])[C@@H:5]([CH2:10][OH:11])[O:4][C@@H:3]1[C:12]1[CH:13]=[C:14]([CH:30]=[CH:31][CH:32]=1)[O:15][C:16]1[CH:21]=[C:20]([C:22]([OH:24])=[O:23])[CH:19]=[C:18]([CH:17]=1)[C:26]([OH:28])=[O:27]. The reactants are [OH:1][C@H:2]1[C@@H:7]([OH:8])[C@H:6]([OH:9])[C@@H:5]([CH2:10][OH:11])[O:4][C@@H:3]1[C:12]1[CH:13]=[C:14]([CH:30]=[CH:31][CH:32]=1)[O:15][C:16]1[CH:17]=[C:18]([C:26]([O:28]C)=[O:27])[CH:19]=[C:20]([C:22]([O:24]C)=[O:23])[CH:21]=1.[Li+].[OH-].Cl.